The task is: Predict the reactants needed to synthesize the given product.. This data is from Full USPTO retrosynthesis dataset with 1.9M reactions from patents (1976-2016). (1) Given the product [CH3:1][O:2][C:3]([CH:4]1[CH2:5][S:35][C:8]([C:9]2[CH:14]=[CH:13][C:12]([CH2:15][NH:16][C:17]([O:19][C:20]([CH3:23])([CH3:22])[CH3:21])=[O:18])=[CH:11][CH:10]=2)=[N:7]1)=[O:25], predict the reactants needed to synthesize it. The reactants are: [CH3:1][O:2][C:3](=[O:25])[CH:4]([NH:7][C:8](=O)[C:9]1[CH:14]=[CH:13][C:12]([CH2:15][NH:16][C:17]([O:19][C:20]([CH3:23])([CH3:22])[CH3:21])=[O:18])=[CH:11][CH:10]=1)[CH2:5]O.COC1C=CC(P2(SP(C3C=CC(OC)=CC=3)(=S)S2)=[S:35])=CC=1. (2) Given the product [CH3:24][N:10]1[CH2:11][CH2:12][CH2:13][CH:9]1[CH2:8][O:7][C:6]1[CH:14]=[C:15]([C:17]([F:20])([F:18])[F:19])[CH:16]=[C:4]([N+:1]([O-:3])=[O:2])[CH:5]=1, predict the reactants needed to synthesize it. The reactants are: [N+:1]([C:4]1[CH:5]=[C:6]([CH:14]=[C:15]([C:17]([F:20])([F:19])[F:18])[CH:16]=1)[O:7][CH2:8][CH:9]1[CH2:13][CH2:12][CH2:11][NH:10]1)([O-:3])=[O:2].C=O.[BH3-][C:24]#N.[Na+]. (3) Given the product [NH2:29][C:24]1[CH:23]=[C:22]2[C:27]([CH:28]=[C:20]([CH3:19])[NH:21]2)=[CH:26][CH:25]=1, predict the reactants needed to synthesize it. The reactants are: [N+](C1C=CC([N+]([O-])=O)=CC=1CC(=O)C)([O-])=O.[C]=O.[CH3:19][C:20]1[NH:21][C:22]2[C:27]([CH:28]=1)=[CH:26][CH:25]=[C:24]([N+:29]([O-])=O)[CH:23]=2. (4) Given the product [O:18]=[S:13]1(=[O:19])[CH2:14][CH2:15][CH2:16][CH2:17][N:12]1[C:10]1[CH:9]=[C:4]([CH:3]=[C:2]([OH:24])[CH:11]=1)[C:5]([O:7][CH3:8])=[O:6], predict the reactants needed to synthesize it. The reactants are: N[C:2]1[CH:3]=[C:4]([CH:9]=[C:10]([N:12]2[CH2:17][CH2:16][CH2:15][CH2:14][S:13]2(=[O:19])=[O:18])[CH:11]=1)[C:5]([O:7][CH3:8])=[O:6].Cl.CO.N([O-])=[O:24].[Na+]. (5) Given the product [CH3:12][C:11]1([CH3:13])[O:7][C@@H:6]2[CH2:5][O:4][C:3](=[O:8])[C@@H:2]2[O:1]1, predict the reactants needed to synthesize it. The reactants are: [OH:1][C@@H:2]1[C@H:6]([OH:7])[CH2:5][O:4][C:3]1=[O:8].CO[C:11](OC)([CH3:13])[CH3:12].O.CC1C=CC(S(O)(=O)=O)=CC=1. (6) Given the product [C:1]([O:7][CH2:8][N:9]1[C:13]2[N:14]=[N:15][CH:16]=[C:17]([C:18]3[CH:19]=[N:20][N:21]([C@@H:23]([CH:27]4[CH2:31][CH2:30][CH2:29][CH2:28]4)[CH2:24][CH2:25][O:26][S:33]([CH3:32])(=[O:35])=[O:34])[CH:22]=3)[C:12]=2[CH:11]=[CH:10]1)(=[O:6])[C:2]([CH3:4])([CH3:5])[CH3:3], predict the reactants needed to synthesize it. The reactants are: [C:1]([O:7][CH2:8][N:9]1[C:13]2[N:14]=[N:15][CH:16]=[C:17]([C:18]3[CH:19]=[N:20][N:21]([C@@H:23]([CH:27]4[CH2:31][CH2:30][CH2:29][CH2:28]4)[CH2:24][CH2:25][OH:26])[CH:22]=3)[C:12]=2[CH:11]=[CH:10]1)(=[O:6])[C:2]([CH3:5])([CH3:4])[CH3:3].[CH3:32][S:33](Cl)(=[O:35])=[O:34]. (7) Given the product [CH3:22][C:6]1[C:7]([O:9][C@H:10]2[CH2:14][CH2:13][N:12]([C:15]([O:17][C:18]([CH3:19])([CH3:21])[CH3:20])=[O:16])[CH2:11]2)=[N:8][C:3]([C:1]2[NH:30][C:28](=[O:29])[NH:24][N:2]=2)=[CH:4][CH:5]=1, predict the reactants needed to synthesize it. The reactants are: [C:1]([C:3]1[N:8]=[C:7]([O:9][C@H:10]2[CH2:14][CH2:13][N:12]([C:15]([O:17][C:18]([CH3:21])([CH3:20])[CH3:19])=[O:16])[CH2:11]2)[C:6]([CH3:22])=[CH:5][CH:4]=1)#[N:2].C[N:24]1[C:28](=[O:29])CCC1.[NH:30](C(OCC)=O)N. (8) Given the product [C:17]([O:16][C:14]([N:5]1[CH2:6][CH2:7][CH2:8][C@@H:3]([OH:2])[CH2:4]1)=[O:15])([CH3:20])([CH3:19])[CH3:18], predict the reactants needed to synthesize it. The reactants are: Cl.[OH:2][C@@H:3]1[CH2:8][CH2:7][CH2:6][NH:5][CH2:4]1.C(=O)([O-])O.[Na+].[C:14](O[C:14]([O:16][C:17]([CH3:20])([CH3:19])[CH3:18])=[O:15])([O:16][C:17]([CH3:20])([CH3:19])[CH3:18])=[O:15]. (9) Given the product [Cl:24][C:16]1[CH:17]=[C:18]([C:20]([F:21])([F:23])[F:22])[CH:19]=[C:14]([Cl:13])[C:15]=1[N:25]1[C:29]([NH:30][CH3:31])=[C:28]([CH:32]2[S:33][CH2:34][CH2:35][S:36]2)[C:27]([C:37](=[S:3])[NH2:38])=[N:26]1, predict the reactants needed to synthesize it. The reactants are: C[Si](C)(C)[S:3][Si](C)(C)C.C[O-].[Na+].[Cl:13][C:14]1[CH:19]=[C:18]([C:20]([F:23])([F:22])[F:21])[CH:17]=[C:16]([Cl:24])[C:15]=1[N:25]1[C:29]([NH:30][CH3:31])=[C:28]([CH:32]2[S:36][CH2:35][CH2:34][S:33]2)[C:27]([C:37]#[N:38])=[N:26]1.